Dataset: Reaction yield outcomes from USPTO patents with 853,638 reactions. Task: Predict the reaction yield, written as a fraction of the theoretical maximum amount of product (1.0 means a 100% yield; for example, 0.34 means a 34% yield). (1) The reactants are [OH:1][C:2]1[CH:7]=[C:6]([O:8][CH2:9][CH2:10][O:11][CH3:12])[CH:5]=[CH:4][C:3]=1[CH2:13][CH2:14][C:15]([O:17][CH2:18][CH3:19])=[O:16].[H-].[Na+].Cl[C:23]1[C:28]([Cl:29])=[CH:27][C:26]([C:30]([F:33])([F:32])[F:31])=[CH:25][N:24]=1.O. The catalyst is CN(C)C=O. The product is [Cl:29][C:28]1[C:23]([O:1][C:2]2[CH:7]=[C:6]([O:8][CH2:9][CH2:10][O:11][CH3:12])[CH:5]=[CH:4][C:3]=2[CH2:13][CH2:14][C:15]([O:17][CH2:18][CH3:19])=[O:16])=[N:24][CH:25]=[C:26]([C:30]([F:32])([F:31])[F:33])[CH:27]=1. The yield is 0.840. (2) The reactants are [OH-].[Na+].[CH3:3][C:4]1([CH3:20])[CH2:9][C:8]([CH3:11])([CH3:10])[CH2:7][C:6]([CH2:14][C:15]([O:17]CC)=[O:16])([CH:12]=[CH2:13])[CH2:5]1.O.Cl. The catalyst is CO. The product is [CH3:3][C:4]1([CH3:20])[CH2:9][C:8]([CH3:10])([CH3:11])[CH2:7][C:6]([CH2:14][C:15]([OH:17])=[O:16])([CH:12]=[CH2:13])[CH2:5]1. The yield is 0.710. (3) The reactants are Br[C:2]1[CH:10]=[C:6]([C:7](O)=[O:8])[C:5]([OH:11])=[C:4]([N+]([O-])=O)[CH:3]=1.S(Cl)(Cl)=O.[CH3:19][NH:20][CH3:21].C1COCC1.S(=O)(=O)(O)O. The catalyst is O.C(#N)C. The product is [OH:11][C:5]1[CH:4]=[CH:3][CH:2]=[CH:10][C:6]=1[C:7]([N:20]([CH3:21])[CH3:19])=[O:8]. The yield is 0.800. (4) The reactants are N#N.[Cl-].[CH3:4][O:5]C[P+](C1C=CC=CC=1)(C1C=CC=CC=1)C1C=CC=CC=1.[Li+].CC([N-]C(C)C)C.[CH2:34]1[C:39]2([CH2:44][CH2:43][CH2:42][CH2:41][CH2:40]2)[CH2:38][CH2:37][C:36](=O)[CH2:35]1.Cl.C([O-])(O)=O.[Na+]. The catalyst is C1COCC1. The product is [CH2:34]1[C:39]2([CH2:44][CH2:43][CH2:42][CH2:41][CH2:40]2)[CH2:38][CH2:37][CH:36]([CH:4]=[O:5])[CH2:35]1. The yield is 0.700. (5) The reactants are [C:1]([O:5][C:6]([N:8]1[CH2:11][CH:10]([CH2:12][C:13](O)=[O:14])[CH2:9]1)=[O:7])([CH3:4])([CH3:3])[CH3:2].B#B.O. The catalyst is C1COCC1. The product is [OH:14][CH2:13][CH2:12][CH:10]1[CH2:11][N:8]([C:6]([O:5][C:1]([CH3:4])([CH3:3])[CH3:2])=[O:7])[CH2:9]1. The yield is 1.00.